Dataset: Reaction yield outcomes from USPTO patents with 853,638 reactions. Task: Predict the reaction yield, written as a fraction of the theoretical maximum amount of product (1.0 means a 100% yield; for example, 0.34 means a 34% yield). The reactants are C[Si](Cl)(C)C.Br[CH2:7][C:8]([O:10][CH2:11][CH3:12])=[O:9].[O:13]1[CH2:17][CH2:16][O:15][CH:14]1[C:18]1[CH:19]=[C:20]([CH:39]=[CH:40][CH:41]=1)[O:21][C:22]1[CH:29]=[CH:28][C:25]([CH:26]=O)=[C:24]([B:30]2[O:34]C(C)(C)C(C)(C)[O:31]2)[CH:23]=1.[NH4+].[Cl-]. The catalyst is C1COCC1.[Zn]. The product is [CH2:11]([O:10][C:8](=[O:9])[CH2:7][CH:26]1[O:31][B:30]([OH:34])[C:24]2[CH:23]=[C:22]([O:21][C:20]3[CH:39]=[CH:40][CH:41]=[C:18]([CH:14]4[O:13][CH2:17][CH2:16][O:15]4)[CH:19]=3)[CH:29]=[CH:28][C:25]1=2)[CH3:12]. The yield is 0.940.